This data is from NCI-60 drug combinations with 297,098 pairs across 59 cell lines. The task is: Regression. Given two drug SMILES strings and cell line genomic features, predict the synergy score measuring deviation from expected non-interaction effect. (1) Drug 1: C1=C(C(=O)NC(=O)N1)N(CCCl)CCCl. Drug 2: CCC1=C2CN3C(=CC4=C(C3=O)COC(=O)C4(CC)O)C2=NC5=C1C=C(C=C5)O. Cell line: NCIH23. Synergy scores: CSS=42.0, Synergy_ZIP=-6.33, Synergy_Bliss=-4.62, Synergy_Loewe=-6.66, Synergy_HSA=-1.65. (2) Drug 1: COC1=NC(=NC2=C1N=CN2C3C(C(C(O3)CO)O)O)N. Cell line: ACHN. Synergy scores: CSS=-6.69, Synergy_ZIP=3.57, Synergy_Bliss=3.58, Synergy_Loewe=-4.13, Synergy_HSA=-4.12. Drug 2: CC(C)NC(=O)C1=CC=C(C=C1)CNNC.Cl. (3) Drug 1: C1=NC2=C(N=C(N=C2N1C3C(C(C(O3)CO)O)F)Cl)N. Drug 2: CC1CCCC2(C(O2)CC(NC(=O)CC(C(C(=O)C(C1O)C)(C)C)O)C(=CC3=CSC(=N3)C)C)C. Cell line: SK-MEL-28. Synergy scores: CSS=30.9, Synergy_ZIP=-3.19, Synergy_Bliss=-4.13, Synergy_Loewe=-11.2, Synergy_HSA=-4.55. (4) Drug 1: COC1=C(C=C2C(=C1)N=CN=C2NC3=CC(=C(C=C3)F)Cl)OCCCN4CCOCC4. Drug 2: C1C(C(OC1N2C=C(C(=O)NC2=O)F)CO)O. Cell line: U251. Synergy scores: CSS=47.6, Synergy_ZIP=-3.77, Synergy_Bliss=-4.00, Synergy_Loewe=-1.99, Synergy_HSA=0.464.